This data is from NCI-60 drug combinations with 297,098 pairs across 59 cell lines. The task is: Regression. Given two drug SMILES strings and cell line genomic features, predict the synergy score measuring deviation from expected non-interaction effect. (1) Drug 1: CN(CC1=CN=C2C(=N1)C(=NC(=N2)N)N)C3=CC=C(C=C3)C(=O)NC(CCC(=O)O)C(=O)O. Drug 2: C(CC(=O)O)C(=O)CN.Cl. Cell line: HOP-92. Synergy scores: CSS=16.4, Synergy_ZIP=-8.03, Synergy_Bliss=-7.12, Synergy_Loewe=-5.52, Synergy_HSA=-4.34. (2) Drug 1: CC1C(C(CC(O1)OC2CC(CC3=C2C(=C4C(=C3O)C(=O)C5=C(C4=O)C(=CC=C5)OC)O)(C(=O)CO)O)N)O.Cl. Cell line: DU-145. Synergy scores: CSS=32.7, Synergy_ZIP=-0.709, Synergy_Bliss=0.335, Synergy_Loewe=-37.1, Synergy_HSA=0.976. Drug 2: CCC1(C2=C(COC1=O)C(=O)N3CC4=CC5=C(C=CC(=C5CN(C)C)O)N=C4C3=C2)O.Cl. (3) Drug 1: CCC1(CC2CC(C3=C(CCN(C2)C1)C4=CC=CC=C4N3)(C5=C(C=C6C(=C5)C78CCN9C7C(C=CC9)(C(C(C8N6C)(C(=O)OC)O)OC(=O)C)CC)OC)C(=O)OC)O.OS(=O)(=O)O. Drug 2: C1CCC(C(C1)N)N.C(=O)(C(=O)[O-])[O-].[Pt+4]. Cell line: MALME-3M. Synergy scores: CSS=12.6, Synergy_ZIP=4.20, Synergy_Bliss=6.33, Synergy_Loewe=0.907, Synergy_HSA=1.35. (4) Drug 1: CC1=C2C(C(=O)C3(C(CC4C(C3C(C(C2(C)C)(CC1OC(=O)C(C(C5=CC=CC=C5)NC(=O)C6=CC=CC=C6)O)O)OC(=O)C7=CC=CC=C7)(CO4)OC(=O)C)O)C)OC(=O)C. Drug 2: C(CN)CNCCSP(=O)(O)O. Cell line: OVCAR-4. Synergy scores: CSS=23.7, Synergy_ZIP=-7.71, Synergy_Bliss=-9.07, Synergy_Loewe=-41.0, Synergy_HSA=-7.40. (5) Drug 1: CS(=O)(=O)C1=CC(=C(C=C1)C(=O)NC2=CC(=C(C=C2)Cl)C3=CC=CC=N3)Cl. Drug 2: C1=C(C(=O)NC(=O)N1)N(CCCl)CCCl. Cell line: UACC-257. Synergy scores: CSS=6.38, Synergy_ZIP=-2.90, Synergy_Bliss=1.96, Synergy_Loewe=-2.88, Synergy_HSA=-0.320. (6) Drug 1: CC1CCC2CC(C(=CC=CC=CC(CC(C(=O)C(C(C(=CC(C(=O)CC(OC(=O)C3CCCCN3C(=O)C(=O)C1(O2)O)C(C)CC4CCC(C(C4)OC)O)C)C)O)OC)C)C)C)OC. Drug 2: CC1=C2C(C(=O)C3(C(CC4C(C3C(C(C2(C)C)(CC1OC(=O)C(C(C5=CC=CC=C5)NC(=O)OC(C)(C)C)O)O)OC(=O)C6=CC=CC=C6)(CO4)OC(=O)C)O)C)O. Cell line: CCRF-CEM. Synergy scores: CSS=11.4, Synergy_ZIP=0.206, Synergy_Bliss=-1.49, Synergy_Loewe=-0.420, Synergy_HSA=0.753.